From a dataset of Forward reaction prediction with 1.9M reactions from USPTO patents (1976-2016). Predict the product of the given reaction. (1) Given the reactants Cl.[N:2]1([C:8]2[C:16]3[C:11](=[CH:12][CH:13]=[CH:14][CH:15]=3)[NH:10][N:9]=2)[CH2:7][CH2:6][NH:5][CH2:4][CH2:3]1.Cl[CH2:18][CH2:19][C:20]1[CH:21]=[C:22]2[C:27](=[CH:28][CH:29]=1)[N:26]([CH3:30])[C:25](=[O:31])[CH2:24][C:23]2([CH3:33])[CH3:32], predict the reaction product. The product is: [NH:10]1[C:11]2[C:16](=[CH:15][CH:14]=[CH:13][CH:12]=2)[C:8]([N:2]2[CH2:7][CH2:6][N:5]([CH2:18][CH2:19][C:20]3[CH:21]=[C:22]4[C:27](=[CH:28][CH:29]=3)[N:26]([CH3:30])[C:25](=[O:31])[CH2:24][C:23]4([CH3:32])[CH3:33])[CH2:4][CH2:3]2)=[N:9]1. (2) Given the reactants [NH2:1][C:2]1[CH:7]=[CH:6][C:5]([C@H:8]2[CH2:14][N:13]([C:15]([O:17][C:18]([CH3:21])([CH3:20])[CH3:19])=[O:16])[CH2:12][CH2:11][CH2:10][O:9]2)=[CH:4][CH:3]=1.[Cl:22][C:23]1[CH:24]=[C:25]([CH:29]=[CH:30][CH:31]=1)[C:26](O)=[O:27].CN1CCOCC1.CN(C(ON1N=NC2C=CC=CC1=2)=[N+](C)C)C.F[P-](F)(F)(F)(F)F, predict the reaction product. The product is: [Cl:22][C:23]1[CH:24]=[C:25]([CH:29]=[CH:30][CH:31]=1)[C:26]([NH:1][C:2]1[CH:7]=[CH:6][C:5]([C@H:8]2[CH2:14][N:13]([C:15]([O:17][C:18]([CH3:21])([CH3:20])[CH3:19])=[O:16])[CH2:12][CH2:11][CH2:10][O:9]2)=[CH:4][CH:3]=1)=[O:27]. (3) Given the reactants [CH2:1]1[O:9][C:8]2[C:3](=[N:4][CH:5]=[CH:6][C:7]=2[NH:10]C(=O)OC(C)(C)C)[O:2]1.FC(F)(F)C(O)=O, predict the reaction product. The product is: [NH2:10][C:7]1[CH:6]=[CH:5][N:4]=[C:3]2[O:2][CH2:1][O:9][C:8]=12. (4) Given the reactants C(N(CC)CC)C.[NH2:8][CH2:9][C:10]1([CH2:13][N:14]2[C:22]3[C:17](=[CH:18][CH:19]=[C:20]([C:23]([O:25][CH2:26][CH3:27])=[O:24])[CH:21]=3)[CH:16]=[C:15]2[C:28]([O:30]CC)=O)[CH2:12][CH2:11]1.C([O-])([O-])=O.[K+].[K+], predict the reaction product. The product is: [O:30]=[C:28]1[C:15]2=[CH:16][C:17]3[CH:18]=[CH:19][C:20]([C:23]([O:25][CH2:26][CH3:27])=[O:24])=[CH:21][C:22]=3[N:14]2[CH2:13][C:10]2([CH2:12][CH2:11]2)[CH2:9][NH:8]1. (5) Given the reactants [Cl:1][C:2]1[CH:10]=[C:9]2[C:5]([C:6]([C:11]3[CH2:12][CH2:13][N:14]([CH2:17][CH2:18][C:19]([N:21]4[C:29]5[C:24](=[CH:25][CH:26]=[CH:27][CH:28]=5)[CH2:23][CH2:22]4)=O)[CH2:15][CH:16]=3)=[CH:7][NH:8]2)=[CH:4][CH:3]=1.[H-].[H-].[H-].[H-].[Li+].[Al+3], predict the reaction product. The product is: [Cl:1][C:2]1[CH:10]=[C:9]2[C:5]([C:6]([C:11]3[CH2:12][CH2:13][N:14]([CH2:17][CH2:18][CH2:19][N:21]4[C:29]5[C:24](=[CH:25][CH:26]=[CH:27][CH:28]=5)[CH2:23][CH2:22]4)[CH2:15][CH:16]=3)=[CH:7][NH:8]2)=[CH:4][CH:3]=1. (6) Given the reactants [NH:1]1[CH:5]=[CH:4][C:3]([CH2:6][CH2:7][C:8]2[CH:12]=[CH:11][NH:10][N:9]=2)=[N:2]1.[C:13](O[C:13]([O:15][C:16]([CH3:19])([CH3:18])[CH3:17])=[O:14])([O:15][C:16]([CH3:19])([CH3:18])[CH3:17])=[O:14], predict the reaction product. The product is: [CH2:6]([C:3]1[CH:4]=[CH:5][N:1]([C:13]([O:15][C:16]([CH3:19])([CH3:18])[CH3:17])=[O:14])[N:2]=1)[CH2:7][C:8]1[CH:12]=[CH:11][N:10]([C:13]([O:15][C:16]([CH3:19])([CH3:18])[CH3:17])=[O:14])[N:9]=1.